From a dataset of Full USPTO retrosynthesis dataset with 1.9M reactions from patents (1976-2016). Predict the reactants needed to synthesize the given product. (1) Given the product [CH3:10][O:9][C:7]1[CH:6]=[C:5]([NH:11][C:19](=[O:20])[C:18]2[CH:17]=[CH:16][C:15]([N+:12]([O-:14])=[O:13])=[CH:23][CH:22]=2)[CH:4]=[C:3]([O:2][CH3:1])[CH:8]=1, predict the reactants needed to synthesize it. The reactants are: [CH3:1][O:2][C:3]1[CH:4]=[C:5]([NH2:11])[CH:6]=[C:7]([O:9][CH3:10])[CH:8]=1.[N+:12]([C:15]1[CH:23]=[CH:22][C:18]([C:19](Cl)=[O:20])=[CH:17][CH:16]=1)([O-:14])=[O:13]. (2) Given the product [CH3:38][O:37][C:34]1[CH:33]=[CH:32][C:31]([CH2:30][N:8]([CH2:7][C:6]2[CH:5]=[CH:4][C:3]([O:2][CH3:1])=[CH:40][CH:39]=2)[C:9]2[N:10]=[CH:11][C:12]([C:15]3[C:16]4[CH2:29][CH2:28][N:27]([C:42]5[CH:43]=[C:44]([C:49]([N:51]6[CH2:52][CH2:53][O:54][CH2:55][CH2:56]6)=[O:50])[CH:45]=[CH:46][C:47]=5[CH3:48])[C:17]=4[N:18]=[C:19]([N:21]4[CH2:26][CH2:25][O:24][CH2:23][CH2:22]4)[N:20]=3)=[CH:13][N:14]=2)=[CH:36][CH:35]=1, predict the reactants needed to synthesize it. The reactants are: [CH3:1][O:2][C:3]1[CH:40]=[CH:39][C:6]([CH2:7][N:8]([CH2:30][C:31]2[CH:36]=[CH:35][C:34]([O:37][CH3:38])=[CH:33][CH:32]=2)[C:9]2[N:14]=[CH:13][C:12]([C:15]3[C:16]4[CH2:29][CH2:28][NH:27][C:17]=4[N:18]=[C:19]([N:21]4[CH2:26][CH2:25][O:24][CH2:23][CH2:22]4)[N:20]=3)=[CH:11][N:10]=2)=[CH:5][CH:4]=1.Br[C:42]1[CH:43]=[C:44]([C:49]([N:51]2[CH2:56][CH2:55][O:54][CH2:53][CH2:52]2)=[O:50])[CH:45]=[CH:46][C:47]=1[CH3:48].CC(C1C=C(C(C)C)C(C2C=CC=CC=2P(C2CCCCC2)C2CCCCC2)=C(C(C)C)C=1)C.P([O-])([O-])([O-])=O.[K+].[K+].[K+]. (3) Given the product [Br:1][C:2]1[C:3]([C:19]#[C:18][Si:15]([CH3:17])([CH3:16])[CH3:14])=[C:4]([CH:6]=[C:7]([C:9]([F:12])([F:11])[F:10])[CH:8]=1)[NH2:5], predict the reactants needed to synthesize it. The reactants are: [Br:1][C:2]1[C:3](I)=[C:4]([CH:6]=[C:7]([C:9]([F:12])([F:11])[F:10])[CH:8]=1)[NH2:5].[CH3:14][Si:15]([C:18]#[CH:19])([CH3:17])[CH3:16].